The task is: Predict which catalyst facilitates the given reaction.. This data is from Catalyst prediction with 721,799 reactions and 888 catalyst types from USPTO. (1) Reactant: C([N:4]1[C:12]2[C:7](=[CH:8][CH:9]=[C:10]([F:13])[CH:11]=2)/[C:6](=[C:14](\[OH:28])/[C:15]2[CH:20]=[CH:19][C:18]([CH2:21][CH2:22][C:23]([O:25][CH2:26][CH3:27])=[O:24])=[CH:17][CH:16]=2)/[C:5]1=[O:29])(=O)C.C[O-].[Na+].Cl. Product: [F:13][C:10]1[CH:11]=[C:12]2[C:7](/[C:6](=[C:14](\[OH:28])/[C:15]3[CH:20]=[CH:19][C:18]([CH2:21][CH2:22][C:23]([O:25][CH2:26][CH3:27])=[O:24])=[CH:17][CH:16]=3)/[C:5](=[O:29])[NH:4]2)=[CH:8][CH:9]=1. The catalyst class is: 24. (2) Reactant: [NH2:1][C:2]1[CH:3]=[C:4]2[C:8](=[CH:9][C:10]=1[F:11])C(=O)[CH:6]([CH2:13][CH2:14][CH2:15][CH3:16])[CH2:5]2.[CH3:17][O-:18].[Na+].[CH:20]([C:22]([CH2:24][CH3:25])=[O:23])=[CH2:21]. Product: [NH2:1][C:2]1[CH:3]=[C:4]2[C:8](=[CH:9][C:10]=1[F:11])[C:17](=[O:18])[C:6]([CH2:13][CH2:14][CH2:15][CH3:16])([CH2:21][CH2:20][C:22](=[O:23])[CH2:24][CH3:25])[CH2:5]2. The catalyst class is: 511. (3) Reactant: [CH2:1]([O:3][C:4]([C:6]1[C:7]([OH:25])=[C:8]2[CH:16]=[CH:15][N:14]([CH2:17][C:18]3[CH:23]=[CH:22][C:21]([F:24])=[CH:20][CH:19]=3)[C:9]2=[C:10]([C:12]#[N:13])[N:11]=1)=[O:5])[CH3:2].[C:26](OC(=O)C)(=[O:28])[CH3:27]. Product: [CH2:1]([O:3][C:4]([C:6]1[C:7]([O:25][C:26](=[O:28])[CH3:27])=[C:8]2[CH:16]=[CH:15][N:14]([CH2:17][C:18]3[CH:19]=[CH:20][C:21]([F:24])=[CH:22][CH:23]=3)[C:9]2=[C:10]([C:12]#[N:13])[N:11]=1)=[O:5])[CH3:2]. The catalyst class is: 66. (4) Reactant: [CH3:1][O:2][C:3](=[O:21])[C:4]1[CH:9]=[CH:8][C:7]([S:10][C:11]2[CH:16]=[CH:15][C:14]([NH2:17])=[CH:13][CH:12]=2)=[C:6]([N+:18]([O-:20])=[O:19])[CH:5]=1.[C:22](O[C:22]([O:24][C:25]([CH3:28])([CH3:27])[CH3:26])=[O:23])([O:24][C:25]([CH3:28])([CH3:27])[CH3:26])=[O:23]. Product: [CH3:1][O:2][C:3](=[O:21])[C:4]1[CH:9]=[CH:8][C:7]([S:10][C:11]2[CH:12]=[CH:13][C:14]([NH:17][C:22]([O:24][C:25]([CH3:28])([CH3:27])[CH3:26])=[O:23])=[CH:15][CH:16]=2)=[C:6]([N+:18]([O-:20])=[O:19])[CH:5]=1. The catalyst class is: 12. (5) Reactant: [Cl:1][C:2]1[C:3]([O:12][C:13]2[CH:18]=[C:17]([O:19][CH:20]([CH3:22])[CH3:21])[CH:16]=[CH:15][C:14]=2/[CH:23]=[C:24](\[CH3:28])/[C:25](O)=[O:26])=[N:4][CH:5]=[C:6]([C:8]([F:11])([F:10])[F:9])[CH:7]=1.Cl.C(N=C=NCCCN(C)C)C.[CH3:41][O:42][CH2:43][CH2:44][CH2:45][NH:46][S:47]([NH2:50])(=[O:49])=[O:48].Cl. Product: [Cl:1][C:2]1[C:3]([O:12][C:13]2[CH:18]=[C:17]([O:19][CH:20]([CH3:22])[CH3:21])[CH:16]=[CH:15][C:14]=2/[CH:23]=[C:24](\[CH3:28])/[C:25]([NH:50][S:47]([NH:46][CH2:45][CH2:44][CH2:43][O:42][CH3:41])(=[O:49])=[O:48])=[O:26])=[N:4][CH:5]=[C:6]([C:8]([F:11])([F:9])[F:10])[CH:7]=1. The catalyst class is: 766. (6) Reactant: [C:1]([C:3]1[O:4][C:5]2[C:11]([CH2:12][O:13][C:14]3[CH:19]=[CH:18][C:17]([CH2:20][CH2:21][C:22]([O:24]CC)=[O:23])=[C:16]([CH3:27])[C:15]=3[CH3:28])=[CH:10][C:9]([F:29])=[CH:8][C:6]=2[CH:7]=1)#[N:2].[Li+].[OH-].[O:32]1CCCC1.Cl. Product: [C:1]([C:3]1[O:4][C:5]2[C:11]([CH2:12][O:13][C:14]3[CH:19]=[CH:18][C:17]([CH2:20][CH2:21][C:22]([OH:24])=[O:23])=[C:16]([CH3:27])[C:15]=3[CH3:28])=[CH:10][C:9]([F:29])=[CH:8][C:6]=2[CH:7]=1)(=[O:32])[NH2:2]. The catalyst class is: 6. (7) Reactant: Br[C:2]1[CH:3]=[N:4][C:5]([C:8]([N:10]2[CH2:15][CH2:14][N:13]([CH2:16][CH:17]3[CH2:19][CH2:18]3)[CH2:12][CH2:11]2)=[O:9])=[N:6][CH:7]=1.[B:20]1(B2OC(C)(C)C(C)(C)O2)[O:24]C(C)(C)C(C)(C)[O:21]1.C([O-])(=O)C.[K+]. Product: [CH:17]1([CH2:16][N:13]2[CH2:14][CH2:15][N:10]([C:8]([C:5]3[N:4]=[CH:3][C:2]([B:20]([OH:24])[OH:21])=[CH:7][N:6]=3)=[O:9])[CH2:11][CH2:12]2)[CH2:19][CH2:18]1. The catalyst class is: 75. (8) Reactant: Br[CH2:2][C:3]([C:5]1[CH:10]=[CH:9][C:8]([O:11][CH3:12])=[CH:7][CH:6]=1)=O.[C:13]1([CH2:19][CH2:20][CH2:21][C:22]2[CH:27]=[CH:26][CH:25]=[CH:24][N:23]=2)[CH:18]=[CH:17][CH:16]=[CH:15][CH:14]=1.C(=O)([O-])[O-].[K+].[K+]. Product: [CH2:20]([C:21]1[C:3]([C:5]2[CH:10]=[CH:9][C:8]([O:11][CH3:12])=[CH:7][CH:6]=2)=[CH:2][N:23]2[C:22]=1[CH:27]=[CH:26][CH:25]=[CH:24]2)[CH2:19][C:13]1[CH:14]=[CH:15][CH:16]=[CH:17][CH:18]=1. The catalyst class is: 21. (9) Reactant: [OH:1][C:2]1[CH:3]=[CH:4][C:5]2[N:6]([N:8]=[CH:9][C:10]=2[C:11]([O:13][CH2:14][CH3:15])=[O:12])[CH:7]=1.C([O-])([O-])=O.[K+].[K+].Cl[C:23]([F:28])([F:27])C([O-])=O.[Na+]. Product: [F:27][CH:23]([F:28])[O:1][C:2]1[CH:3]=[CH:4][C:5]2[N:6]([N:8]=[CH:9][C:10]=2[C:11]([O:13][CH2:14][CH3:15])=[O:12])[CH:7]=1. The catalyst class is: 303.